This data is from CYP2D6 inhibition data for predicting drug metabolism from PubChem BioAssay. The task is: Regression/Classification. Given a drug SMILES string, predict its absorption, distribution, metabolism, or excretion properties. Task type varies by dataset: regression for continuous measurements (e.g., permeability, clearance, half-life) or binary classification for categorical outcomes (e.g., BBB penetration, CYP inhibition). Dataset: cyp2d6_veith. (1) The compound is O=C(Nc1ccc(F)cc1)c1ccc(-n2ccnc2)nc1. The result is 1 (inhibitor). (2) The compound is O=C(O)c1ccccc1Nc1cccc(C(F)(F)F)c1. The result is 0 (non-inhibitor). (3) The molecule is O=C1Nc2ccc([N+](=O)[O-])cc2C1(O)N1CCCCCC1. The result is 0 (non-inhibitor). (4) The compound is COc1ccc(NC(=O)c2cc(S(=O)(=O)N3CCS(=O)(=O)CC3)ccc2Cl)cc1. The result is 0 (non-inhibitor). (5) The molecule is Cc1c(S(=O)(=O)O)ccc(N=Nc2c(O)c(C(=O)O)cc3ccccc23)c1Cl. The result is 0 (non-inhibitor). (6) The compound is Cc1cc(C(F)F)n2ncc(C(=O)NCc3ccccc3C(F)(F)F)c2n1. The result is 1 (inhibitor). (7) The molecule is O=C(CSc1ccc(Cl)cc1)Nc1ccc(N2CCN(C(=O)c3ccc(Cl)cc3)CC2)cc1. The result is 0 (non-inhibitor). (8) The compound is Cl.O=C(CN1CCN(C2CCCCC2)CC1)NCCC1=CCCCC1. The result is 1 (inhibitor). (9) The molecule is CCCCCC[C@H]1C(=O)O[C@H](C)[C@H](NC(=O)c2cccc(NC=O)c2O)C(=O)O[C@@H](C)[C@H]1OC(=O)CC(C)C. The result is 0 (non-inhibitor). (10) The drug is COCCNC(=O)c1sc2nc(-c3ccccc3)cn2c1C. The result is 0 (non-inhibitor).